From a dataset of Reaction yield outcomes from USPTO patents with 853,638 reactions. Predict the reaction yield, written as a fraction of the theoretical maximum amount of product (1.0 means a 100% yield; for example, 0.34 means a 34% yield). (1) The reactants are [C:1]([O:5][C:6](=[O:31])[CH2:7][O:8][C:9]1[C:14]2[CH2:15][CH2:16][CH2:17][CH2:18][CH:19]([NH:20][S:21]([C:24]3[CH:29]=[CH:28][CH:27]=[C:26](Br)[CH:25]=3)(=[O:23])=[O:22])[C:13]=2[CH:12]=[CH:11][CH:10]=1)([CH3:4])([CH3:3])[CH3:2].[CH:32]([C:35]1[CH:36]=[C:37](B(O)O)[CH:38]=[CH:39][CH:40]=1)([CH3:34])[CH3:33].C([O-])([O-])=O.[K+].[K+]. The catalyst is O1CCOCC1.C1C=CC([P]([Pd]([P](C2C=CC=CC=2)(C2C=CC=CC=2)C2C=CC=CC=2)([P](C2C=CC=CC=2)(C2C=CC=CC=2)C2C=CC=CC=2)[P](C2C=CC=CC=2)(C2C=CC=CC=2)C2C=CC=CC=2)(C2C=CC=CC=2)C2C=CC=CC=2)=CC=1. The product is [C:1]([O:5][C:6](=[O:31])[CH2:7][O:8][C:9]1[C:14]2[CH2:15][CH2:16][CH2:17][CH2:18][CH:19]([NH:20][S:21]([C:24]3[CH:25]=[C:26]([C:39]4[CH:38]=[CH:37][CH:36]=[C:35]([CH:32]([CH3:34])[CH3:33])[CH:40]=4)[CH:27]=[CH:28][CH:29]=3)(=[O:23])=[O:22])[C:13]=2[CH:12]=[CH:11][CH:10]=1)([CH3:4])([CH3:3])[CH3:2]. The yield is 0.580. (2) The yield is 0.560. The product is [CH2:19]([O:23][C:2]1[CH:10]=[C:9]2[C:5]([CH2:6][C:7]3([CH2:12][CH2:13][C:14](=[O:17])[CH2:15][CH2:16]3)[C:8]2=[O:11])=[CH:4][CH:3]=1)[CH:20]([CH3:21])[CH3:25]. The reactants are Br[C:2]1[CH:10]=[C:9]2[C:5]([CH2:6][C:7]3([CH2:16][CH2:15][CH:14]([O:17]C)[CH2:13][CH2:12]3)[C:8]2=[O:11])=[CH:4][CH:3]=1.[C:19]([O:23]C)(=O)[CH:20]=[CH2:21].[CH3:25]C(C)([O-])C.[K+].[OH-].[K+]. The catalyst is [Cl-].[Na+].O.O. (3) The reactants are [CH3:1][N:2]([C@@H:10]1[CH2:15][CH2:14][CH2:13][NH:12][CH2:11]1)[C:3](=[O:9])[O:4][C:5]([CH3:8])([CH3:7])[CH3:6].[Br:16][C:17]1[C:18](F)=[C:19]2[C:25]([NH:26][C:27](=[O:31])[CH:28]([CH3:30])[CH3:29])=[CH:24][NH:23][C:20]2=[N:21][CH:22]=1.CC#N.O. The catalyst is CCCCO.O. The product is [Br:16][C:17]1[C:18]([N:12]2[CH2:13][CH2:14][CH2:15][C@@H:10]([N:2]([CH3:1])[C:3](=[O:9])[O:4][C:5]([CH3:8])([CH3:6])[CH3:7])[CH2:11]2)=[C:19]2[C:25]([NH:26][C:27](=[O:31])[CH:28]([CH3:29])[CH3:30])=[CH:24][NH:23][C:20]2=[N:21][CH:22]=1. The yield is 0.130. (4) The reactants are [F:1][C:2]1[CH:7]=[C:6]([O:8][C:9]2[CH:14]=[CH:13][CH:12]=[CH:11][CH:10]=2)[CH:5]=[CH:4][C:3]=1[C:15]1[C:23]2[C:22]([NH2:24])=[N:21][CH:20]=[N:19][C:18]=2[N:17]([CH2:25][CH:26]2[CH2:30][CH2:29][CH2:28][NH:27]2)[CH:16]=1.[C:31]([C:33](=[CH:37][CH:38]1[CH2:40][CH2:39]1)[C:34](O)=[O:35])#[N:32].CCN(C(C)C)C(C)C.CN(C(ON1N=NC2C=CC=NC1=2)=[N+](C)C)C.F[P-](F)(F)(F)(F)F. The catalyst is C(Cl)Cl. The product is [NH2:24][C:22]1[C:23]2[C:15]([C:3]3[CH:4]=[CH:5][C:6]([O:8][C:9]4[CH:10]=[CH:11][CH:12]=[CH:13][CH:14]=4)=[CH:7][C:2]=3[F:1])=[CH:16][N:17]([CH2:25][CH:26]3[CH2:30][CH2:29][CH2:28][N:27]3[C:34]([C:33](=[CH:37][CH:38]3[CH2:40][CH2:39]3)[C:31]#[N:32])=[O:35])[C:18]=2[N:19]=[CH:20][N:21]=1. The yield is 0.540. (5) The reactants are [CH3:1][O:2][C:3](=[O:25])[C:4]1[CH:9]=[CH:8][C:7]([CH2:10][C:11]2[C:19]3[C:14](=[CH:15][CH:16]=[C:17]([N+:20]([O-:22])=[O:21])[CH:18]=3)[NH:13][CH:12]=2)=[C:6]([O:23][CH3:24])[CH:5]=1.[H-].[Na+].I[CH3:29].Cl. The catalyst is O1CCCC1.C(OCC)(=O)C. The product is [CH3:1][O:2][C:3](=[O:25])[C:4]1[CH:9]=[CH:8][C:7]([CH2:10][C:11]2[C:19]3[C:14](=[CH:15][CH:16]=[C:17]([N+:20]([O-:22])=[O:21])[CH:18]=3)[N:13]([CH3:29])[CH:12]=2)=[C:6]([O:23][CH3:24])[CH:5]=1. The yield is 0.800. (6) The catalyst is C(Cl)Cl. The reactants are [C:1]1([CH2:7][CH2:8][NH:9][CH:10]=O)[CH:6]=[CH:5][CH:4]=[CH:3][CH:2]=1.C(N(CC)CC)C.ClC(Cl)(OC(=O)OC(Cl)(Cl)Cl)Cl.[Se].C(N=C=[Se:41])C1C=CC=CC=1. The product is [C:1]1([CH2:7][CH2:8][N:9]=[C:10]=[Se:41])[CH:6]=[CH:5][CH:4]=[CH:3][CH:2]=1. The yield is 0.950. (7) The yield is 0.320. No catalyst specified. The product is [CH3:22][O:23][C:24](=[O:29])[CH2:25][C:26]([NH:21][C:18]1[N:19]=[N:20][C:15]([O:14][CH2:13][C:3]2[C:4]([C:7]3[CH:8]=[CH:9][CH:10]=[CH:11][CH:12]=3)=[N:5][O:6][C:2]=2[CH3:1])=[CH:16][CH:17]=1)=[O:27]. The reactants are [CH3:1][C:2]1[O:6][N:5]=[C:4]([C:7]2[CH:12]=[CH:11][CH:10]=[CH:9][CH:8]=2)[C:3]=1[CH2:13][O:14][C:15]1[N:20]=[N:19][C:18]([NH2:21])=[CH:17][CH:16]=1.[CH3:22][O:23][C:24](=[O:29])[CH2:25][C:26](Cl)=[O:27]. (8) The reactants are [SH:1][C:2]1[S:3][C:4]2[CH2:13][C:12]3[C:11]([O:14][CH2:15][CH2:16][CH2:17][C:18]([O:20]CC)=[O:19])=[CH:10][CH:9]=[CH:8][C:7]=3[C:5]=2[N:6]=1.CS(O[CH2:28][CH:29]([C:36]1[CH:41]=[CH:40][CH:39]=[CH:38][CH:37]=1)[C:30]1[CH:35]=[CH:34][CH:33]=[CH:32][CH:31]=1)(=O)=O. No catalyst specified. The product is [C:30]1([CH:29]([C:36]2[CH:37]=[CH:38][CH:39]=[CH:40][CH:41]=2)[CH2:28][S:1][C:2]2[S:3][C:4]3[CH2:13][C:12]4[C:11]([O:14][CH2:15][CH2:16][CH2:17][C:18]([OH:20])=[O:19])=[CH:10][CH:9]=[CH:8][C:7]=4[C:5]=3[N:6]=2)[CH:35]=[CH:34][CH:33]=[CH:32][CH:31]=1. The yield is 0.350.